This data is from NCI-60 drug combinations with 297,098 pairs across 59 cell lines. The task is: Regression. Given two drug SMILES strings and cell line genomic features, predict the synergy score measuring deviation from expected non-interaction effect. Drug 1: CC1=C(C(CCC1)(C)C)C=CC(=CC=CC(=CC(=O)O)C)C. Drug 2: C1=CC=C(C(=C1)C(C2=CC=C(C=C2)Cl)C(Cl)Cl)Cl. Cell line: SF-539. Synergy scores: CSS=4.11, Synergy_ZIP=-0.290, Synergy_Bliss=4.40, Synergy_Loewe=-7.09, Synergy_HSA=-0.799.